Dataset: Full USPTO retrosynthesis dataset with 1.9M reactions from patents (1976-2016). Task: Predict the reactants needed to synthesize the given product. (1) Given the product [Cl:32][C:28]1[CH:27]=[C:26]([C:24]2[O:23][N:22]=[C:21]([CH:16]3[CH2:17][O:18][CH2:19][CH2:20][NH:15]3)[CH:25]=2)[CH:31]=[CH:30][CH:29]=1, predict the reactants needed to synthesize it. The reactants are: FC(F)(F)C(O)=O.C(OC([N:15]1[CH2:20][CH2:19][O:18][CH2:17][CH:16]1[C:21]1[CH:25]=[C:24]([C:26]2[CH:31]=[CH:30][CH:29]=[C:28]([Cl:32])[CH:27]=2)[O:23][N:22]=1)=O)(C)(C)C. (2) Given the product [CH3:1][O:2][C:3](=[O:12])[CH2:4][CH2:5][C:6]1[C:7]([O:31][CH2:21][CH2:20][CH2:19][C:32]([O:35][C:25]([CH3:26])([CH3:30])[CH3:23])=[O:33])=[CH:8][CH:9]=[CH:10][C:11]=1[CH2:16][CH2:15][CH2:14][CH2:13][CH2:18][CH2:17][O:31][C:21]1[CH:20]=[C:19]([C:13]2[CH:14]=[CH:15][CH:16]=[CH:17][CH:18]=2)[CH:24]=[C:23]([C:25]2[CH:26]=[CH:27][CH:28]=[CH:29][CH:30]=2)[N:22]=1, predict the reactants needed to synthesize it. The reactants are: [CH3:1][O:2][C:3](=[O:12])[CH2:4][CH2:5][C:6]1[CH:11]=[CH:10][CH:9]=[CH:8][CH:7]=1.[C:13]1([C:19]2[CH:24]=[C:23]([C:25]3[CH:30]=[CH:29][CH:28]=[CH:27][CH:26]=3)[NH:22][C:21](=[O:31])[CH:20]=2)[CH:18]=[CH:17][CH:16]=[CH:15][CH:14]=1.[C:32]([O-:35])([O-])=[O:33].[K+].[K+]. (3) The reactants are: [CH3:1][S:2]([CH3:5])(=[NH:4])=[O:3].[N+:6]([C:9]1[CH:14]=[CH:13][C:12]([N:15]=[C:16]=[O:17])=[CH:11][CH:10]=1)([O-:8])=[O:7]. Given the product [CH3:1][S:2]([CH3:5])(=[N:4][C:16](=[O:17])[NH:15][C:12]1[CH:11]=[CH:10][C:9]([N+:6]([O-:8])=[O:7])=[CH:14][CH:13]=1)=[O:3], predict the reactants needed to synthesize it. (4) Given the product [C:11]([O:10][CH2:8][CH:7]=[C:4]1[CH2:5][CH2:6][O:1][CH2:2][CH2:3]1)(=[O:30])[CH3:12], predict the reactants needed to synthesize it. The reactants are: [O:1]1[CH2:6][CH2:5][C:4](=[CH:7][C:8]([O:10][CH2:11][CH3:12])=O)[CH2:3][CH2:2]1.[H-].C([Al+]CC(C)C)C(C)C.CCCCCC.Cl.[O:30]1CCCC1. (5) The reactants are: [F:1][C:2]1[CH:7]=[CH:6][C:5]([C:8]2[N:12]=[C:11]([S:13][CH3:14])[N:10]([CH2:15][CH2:16][O:17][CH3:18])[C:9]=2[C:19]2[CH:24]=[CH:23][N:22]=[C:21]([NH:25][CH2:26][CH:27]([OH:29])[CH3:28])[CH:20]=2)=[CH:4][CH:3]=1.[OH:30]O.N. Given the product [F:1][C:2]1[CH:3]=[CH:4][C:5]([C:8]2[N:12]=[C:11]([S:13]([CH3:14])=[O:30])[N:10]([CH2:15][CH2:16][O:17][CH3:18])[C:9]=2[C:19]2[CH:24]=[CH:23][N:22]=[C:21]([NH:25][CH2:26][CH:27]([OH:29])[CH3:28])[CH:20]=2)=[CH:6][CH:7]=1, predict the reactants needed to synthesize it. (6) Given the product [C:14]([O:13][C:12]([NH:11][CH:7]1[C:8]2[C:4](=[CH:3][C:2](/[CH:21]=[CH:20]/[C:19]([O:23][CH3:24])=[O:22])=[CH:10][CH:9]=2)[CH2:5][CH2:6]1)=[O:18])([CH3:17])([CH3:16])[CH3:15], predict the reactants needed to synthesize it. The reactants are: Br[C:2]1[CH:3]=[C:4]2[C:8](=[CH:9][CH:10]=1)[CH:7]([NH:11][C:12](=[O:18])[O:13][C:14]([CH3:17])([CH3:16])[CH3:15])[CH2:6][CH2:5]2.[C:19]([O:23][CH3:24])(=[O:22])[CH:20]=[CH2:21]. (7) Given the product [CH:1]1([C:4]([NH:6][C:7]2[O:8][C:9]3[CH:15]=[C:14]([O:16][C:17]4[CH:18]=[C:19]([CH:23]=[CH:24][CH:25]=4)[C:20]([NH:31][C:30]4[CH:32]=[CH:33][CH:34]=[C:28]([C:27]([F:26])([F:35])[F:36])[CH:29]=4)=[O:21])[CH:13]=[CH:12][C:10]=3[N:11]=2)=[O:5])[CH2:3][CH2:2]1, predict the reactants needed to synthesize it. The reactants are: [CH:1]1([C:4]([NH:6][C:7]2[O:8][C:9]3[CH:15]=[C:14]([O:16][C:17]4[CH:18]=[C:19]([CH:23]=[CH:24][CH:25]=4)[C:20](O)=[O:21])[CH:13]=[CH:12][C:10]=3[N:11]=2)=[O:5])[CH2:3][CH2:2]1.[F:26][C:27]([F:36])([F:35])[C:28]1[CH:29]=[C:30]([CH:32]=[CH:33][CH:34]=1)[NH2:31].Cl.C(N=C=NCCCN(C)C)C.